Task: Regression. Given two drug SMILES strings and cell line genomic features, predict the synergy score measuring deviation from expected non-interaction effect.. Dataset: NCI-60 drug combinations with 297,098 pairs across 59 cell lines (1) Drug 1: CN(C)C1=NC(=NC(=N1)N(C)C)N(C)C. Drug 2: CCC1=C2CN3C(=CC4=C(C3=O)COC(=O)C4(CC)O)C2=NC5=C1C=C(C=C5)O. Cell line: PC-3. Synergy scores: CSS=13.6, Synergy_ZIP=-1.73, Synergy_Bliss=1.55, Synergy_Loewe=-15.6, Synergy_HSA=0.607. (2) Drug 1: CN(C)C1=NC(=NC(=N1)N(C)C)N(C)C. Drug 2: C1CCC(C(C1)N)N.C(=O)(C(=O)[O-])[O-].[Pt+4]. Cell line: TK-10. Synergy scores: CSS=-3.07, Synergy_ZIP=-0.997, Synergy_Bliss=-2.81, Synergy_Loewe=-15.1, Synergy_HSA=-7.12.